From a dataset of Full USPTO retrosynthesis dataset with 1.9M reactions from patents (1976-2016). Predict the reactants needed to synthesize the given product. (1) Given the product [N+:1]([C:4]1[CH:5]=[CH:6][C:7]([C:10]2[N:19]=[C:18]([C:20]([N:29]3[CH2:28][CH2:27][C:26]4[C:31](=[CH:32][CH:33]=[C:34]([O:35][CH3:36])[C:25]=4[OH:24])[CH2:30]3)=[O:21])[C:17]3[C:12](=[CH:13][CH:14]=[CH:15][CH:16]=3)[N:11]=2)=[CH:8][CH:9]=1)([O-:3])=[O:2], predict the reactants needed to synthesize it. The reactants are: [N+:1]([C:4]1[CH:9]=[CH:8][C:7]([C:10]2[N:19]=[C:18]([C:20](O)=[O:21])[C:17]3[C:12](=[CH:13][CH:14]=[CH:15][CH:16]=3)[N:11]=2)=[CH:6][CH:5]=1)([O-:3])=[O:2].Cl.[OH:24][C:25]1[C:34]([O:35][CH3:36])=[CH:33][CH:32]=[C:31]2[C:26]=1[CH2:27][CH2:28][NH:29][CH2:30]2. (2) Given the product [CH:19]([C:16]1[S:15][C:14]([NH:10][C:11]([NH:26][C:25]2[CH:27]=[CH:28][CH:29]=[C:23]([I:22])[CH:24]=2)=[O:13])=[N:18][CH:17]=1)([CH3:20])[CH3:21], predict the reactants needed to synthesize it. The reactants are: [N+](C1C=CC([N:10]([C:14]2[S:15][C:16]([CH:19]([CH3:21])[CH3:20])=[CH:17][N:18]=2)[C:11](=[O:13])[O-])=CC=1)([O-])=O.[I:22][C:23]1[CH:24]=[C:25]([CH:27]=[CH:28][CH:29]=1)[NH2:26]. (3) Given the product [CH3:33][C:30]1([CH3:34])[O:29][C@H:28]([CH2:27][O:14][C:6]2[CH:7]=[C:8]([C:10]([F:11])([F:12])[F:13])[CH:9]=[C:4]([N+:1]([O-:3])=[O:2])[CH:5]=2)[CH2:32][O:31]1, predict the reactants needed to synthesize it. The reactants are: [N+:1]([C:4]1[CH:5]=[C:6]([OH:14])[CH:7]=[C:8]([C:10]([F:13])([F:12])[F:11])[CH:9]=1)([O-:3])=[O:2].C(=O)([O-])[O-].[Cs+].[Cs+].FC(F)(F)S(O[CH2:27][C@@H:28]1[CH2:32][O:31][C:30]([CH3:34])([CH3:33])[O:29]1)(=O)=O.